The task is: Predict the reaction yield, written as a fraction of the theoretical maximum amount of product (1.0 means a 100% yield; for example, 0.34 means a 34% yield).. This data is from Reaction yield outcomes from USPTO patents with 853,638 reactions. (1) The reactants are C(OC([NH:8][C@H:9]([C:32]([OH:34])=[O:33])[CH2:10][CH2:11][CH2:12][CH2:13][NH:14][C:15]([O:17][CH2:18][CH:19]1[C:31]2[CH:30]=[CH:29][CH:28]=[CH:27][C:26]=2[C:25]2[C:20]1=[CH:21][CH:22]=[CH:23][CH:24]=2)=[O:16])=O)(C)(C)C.C(O)(C(F)(F)F)=O.C(Cl)Cl.FC(F)(F)C([O-])=O.[Cl:52][C:53]1[CH:58]=[CH:57][C:56]([S:59](Cl)(=[O:61])=[O:60])=[CH:55][CH:54]=1. No catalyst specified. The product is [Cl:52][C:53]1[CH:58]=[CH:57][C:56]([S:59]([NH:8][C@H:9]([C:32]([OH:34])=[O:33])[CH2:10][CH2:11][CH2:12][CH2:13][NH:14][C:15]([O:17][CH2:18][CH:19]2[C:20]3[CH:21]=[CH:22][CH:23]=[CH:24][C:25]=3[C:26]3[C:31]2=[CH:30][CH:29]=[CH:28][CH:27]=3)=[O:16])(=[O:61])=[O:60])=[CH:55][CH:54]=1. The yield is 0.380. (2) The reactants are [NH:1]1[C:9]2[CH:8]=[CH:7][N:6]=[CH:5][C:4]=2[CH:3]=[C:2]1[C:10]([OH:12])=O.[NH2:13][CH2:14][CH2:15][CH2:16][CH2:17][CH:18]1[CH2:23][CH2:22][N:21]([C:24]([C:26]2[CH:31]=[CH:30][CH:29]=[CH:28][CH:27]=2)=[O:25])[CH2:20][CH2:19]1.C1C(CCCCNC(/C=C/C2C=CC=NC=2)=O)CCN(C(C2C=CC=CC=2)=O)C1.C1N=C(N)C2N=CN([C@@H]3O[C@H](COP(OP(OC[C@H]4O[C@@H](N5C=C(C(N)=O)CC=C5)[C@H](O)[C@@H]4O)(O)=O)(O)=O)[C@@H](O)[C@H]3O)C=2N=1.F[P-](F)(F)(F)(F)F.N1(OC(N(C)C)=[N+](C)C)C2N=CC=CC=2N=N1.C(N(C(C)C)CC)(C)C. The catalyst is CN(C)C=O.C(OCC)(=O)C.O. The product is [C:24]([N:21]1[CH2:22][CH2:23][CH:18]([CH2:17][CH2:16][CH2:15][CH2:14][NH:13][C:10]([C:2]2[NH:1][C:9]3[CH:8]=[CH:7][N:6]=[CH:5][C:4]=3[CH:3]=2)=[O:12])[CH2:19][CH2:20]1)(=[O:25])[C:26]1[CH:27]=[CH:28][CH:29]=[CH:30][CH:31]=1. The yield is 0.310. (3) The reactants are [CH3:1][CH:2]1[CH2:7][C:6](=O)[CH2:5][CH:4]([CH3:9])[S:3]1.[Si](OS(C(F)(F)F)(=O)=O)(C)(C)C.[Br:22][C:23]1[CH:24]=[C:25]2[C:29](=[C:30]([C:32]([O:34][CH2:35][CH3:36])=[O:33])[CH:31]=1)[NH:28][CH:27]=[CH:26]2.C([SiH](CC)CC)C. The catalyst is ClCCl. The product is [Br:22][C:23]1[CH:24]=[C:25]2[C:29](=[C:30]([C:32]([O:34][CH2:35][CH3:36])=[O:33])[CH:31]=1)[NH:28][CH:27]=[C:26]2[CH:6]1[CH2:7][CH:2]([CH3:1])[S:3][CH:4]([CH3:9])[CH2:5]1. The yield is 0.260. (4) The reactants are [N+:1]([O-:4])(O)=[O:2].S(=O)(=O)(O)O.[Cl:10][C:11]1[CH:16]=[C:15]([CH3:17])[CH:14]=[C:13]([Cl:18])[N:12]=1. No catalyst specified. The product is [Cl:10][C:11]1[C:16]([N+:1]([O-:4])=[O:2])=[C:15]([CH3:17])[CH:14]=[C:13]([Cl:18])[N:12]=1. The yield is 0.468. (5) The reactants are [CH2:1]([C:6]1[CH:7]=[C:8]2[C:20]3=[C:21]4[C:11](=[CH:12][CH:13]=[C:14]([CH2:22][O:23][C@@H:24]5[C@H:28]([OH:29])[C@@H:27]([CH2:30][OH:31])[O:26][C@H:25]5[N:32]5[CH:39]=[CH:38][C:36](=[O:37])[NH:35][C:33]5=[O:34])[C:15]4=[CH:16][CH:17]=[C:18]3[CH:19]=1)[CH:10]=[CH:9]2)[C:2]([CH3:5])([CH3:4])[CH3:3].[C:40](Cl)([C:57]1[CH:62]=[CH:61][CH:60]=[CH:59][CH:58]=1)([C:49]1[CH:56]=[CH:55][C:52]([O:53][CH3:54])=[CH:51][CH:50]=1)[C:41]1[CH:48]=[CH:47][C:44]([O:45][CH3:46])=[CH:43][CH:42]=1. The catalyst is CN(C1C=CN=CC=1)C.N1C=CC=CC=1. The product is [CH3:54][O:53][C:52]1[CH:51]=[CH:50][C:49]([C:40]([O:31][CH2:30][C@H:27]2[O:26][C@@H:25]([N:32]3[CH:39]=[CH:38][C:36](=[O:37])[NH:35][C:33]3=[O:34])[C@H:24]([O:23][CH2:22][C:14]3[C:15]4[C:21]5=[C:20]6[C:18](=[CH:17][CH:16]=4)[CH:19]=[C:6]([CH2:1][C:2]([CH3:5])([CH3:4])[CH3:3])[CH:7]=[C:8]6[CH:9]=[CH:10][C:11]5=[CH:12][CH:13]=3)[C@@H:28]2[OH:29])([C:57]2[CH:58]=[CH:59][CH:60]=[CH:61][CH:62]=2)[C:41]2[CH:48]=[CH:47][C:44]([O:45][CH3:46])=[CH:43][CH:42]=2)=[CH:56][CH:55]=1. The yield is 0.640. (6) The product is [CH:19]1([CH2:22][CH2:23][NH:24][C:25]([C:27]2[N:28]=[N:29][C:30]([N:4]3[CH2:5][CH2:6][N:1]([C:7](=[S:8])[C:9]4[CH:14]=[CH:13][CH:12]=[CH:11][C:10]=4[C:15]([F:18])([F:16])[F:17])[CH2:2][CH2:3]3)=[CH:31][CH:32]=2)=[O:26])[CH2:21][CH2:20]1. The yield is 0.760. The reactants are [N:1]1([C:7]([C:9]2[CH:14]=[CH:13][CH:12]=[CH:11][C:10]=2[C:15]([F:18])([F:17])[F:16])=[S:8])[CH2:6][CH2:5][NH:4][CH2:3][CH2:2]1.[CH:19]1([CH2:22][CH2:23][NH:24][C:25]([C:27]2[N:28]=[N:29][C:30](Cl)=[CH:31][CH:32]=2)=[O:26])[CH2:21][CH2:20]1.C([O-])([O-])=O.[K+].[K+]. The catalyst is [N+](CCCC)(CCCC)(CCCC)CCCC.[I-].O1CCOCC1. (7) The reactants are C[O:2][C:3]([CH:5]1[CH2:10][CH2:9][CH:8]([C:11]2[CH:16]=[CH:15][C:14]([CH:17]=[CH:18][CH:19]3[CH2:24][CH2:23][CH:22]([CH2:25][CH2:26][CH2:27][CH2:28][CH3:29])[CH2:21][CH2:20]3)=[CH:13][CH:12]=2)[CH2:7][CH2:6]1)=O.COCCO[AlH2-]OCCOC.[Na+].O.Cl. The catalyst is C1(C)C=CC=CC=1. The product is [CH2:25]([CH:22]1[CH2:21][CH2:20][CH:19]([CH:18]=[CH:17][C:14]2[CH:13]=[CH:12][C:11]([C@H:8]3[CH2:7][CH2:6][C@H:5]([CH:3]=[O:2])[CH2:10][CH2:9]3)=[CH:16][CH:15]=2)[CH2:24][CH2:23]1)[CH2:26][CH2:27][CH2:28][CH3:29]. The yield is 0.550.